Dataset: CYP2C19 inhibition data for predicting drug metabolism from PubChem BioAssay. Task: Regression/Classification. Given a drug SMILES string, predict its absorption, distribution, metabolism, or excretion properties. Task type varies by dataset: regression for continuous measurements (e.g., permeability, clearance, half-life) or binary classification for categorical outcomes (e.g., BBB penetration, CYP inhibition). Dataset: cyp2c19_veith. The drug is CC(=O)NCCNc1nc(-c2ccccc2C(F)(F)F)nc2ccccc12. The result is 0 (non-inhibitor).